From a dataset of Reaction yield outcomes from USPTO patents with 853,638 reactions. Predict the reaction yield, written as a fraction of the theoretical maximum amount of product (1.0 means a 100% yield; for example, 0.34 means a 34% yield). (1) The reactants are [CH3:1][O:2][C:3]1[CH:8]=[CH:7][C:6]([C:9]2[C:14]3[CH:15]=[CH:16][S:17][C:13]=3[CH:12]=[CH:11][CH:10]=2)=[CH:5][CH:4]=1.C(Cl)Cl.C(=O)=O.[Br:24]Br. The catalyst is CC(C)=O.O. The product is [Br:24][C:12]1[C:13]2[S:17][CH:16]=[CH:15][C:14]=2[C:9]([C:6]2[CH:7]=[CH:8][C:3]([O:2][CH3:1])=[CH:4][CH:5]=2)=[CH:10][CH:11]=1. The yield is 0.530. (2) The reactants are [N:1]1[CH:6]=[CH:5][CH:4]=[CH:3][CH:2]=1.FC(F)(F)S(O[C:13]1[CH:18]=[C:17]([CH3:19])[C:16]([CH3:20])=[CH:15][C:14]=1[Si](C)(C)C)(=O)=O.[F-].[K+].[O:29]1CCOCCOCCOCCOCCOCC1. The catalyst is C1COCC1. The product is [CH3:20][C:16]1[CH:15]=[C:14]([N:1]2[CH:6]=[CH:5][CH:4]=[CH:3][C:2]2=[O:29])[CH:13]=[CH:18][C:17]=1[CH3:19]. The yield is 0.700.